From a dataset of Reaction yield outcomes from USPTO patents with 853,638 reactions. Predict the reaction yield, written as a fraction of the theoretical maximum amount of product (1.0 means a 100% yield; for example, 0.34 means a 34% yield). (1) The reactants are CO[C:3](=[O:28])[C:4]1[CH:9]=[CH:8][C:7]([O:10][CH2:11][C:12]2[C:13]([C:21]3[CH:26]=[CH:25][C:24]([F:27])=[CH:23][CH:22]=3)=[N:14][O:15][C:16]=2[C:17]([F:20])([F:19])[F:18])=[N:6][CH:5]=1.COC(=O)C1C=CC(OCC2C(C3C=CC=C(F)C=3)=NOC=2C)=NC=1.[CH:54]1([NH2:57])[CH2:56][CH2:55]1. No catalyst specified. The product is [CH:54]1([NH:57][C:3](=[O:28])[C:4]2[CH:9]=[CH:8][C:7]([O:10][CH2:11][C:12]3[C:13]([C:21]4[CH:22]=[CH:23][C:24]([F:27])=[CH:25][CH:26]=4)=[N:14][O:15][C:16]=3[C:17]([F:20])([F:18])[F:19])=[N:6][CH:5]=2)[CH2:56][CH2:55]1. The yield is 0.540. (2) The reactants are [CH2:1]([C@H:3]1[C@@H:7]([CH2:8][OH:9])[CH2:6][C@H:5]([CH2:10][C:11]([O:13][CH2:14][CH3:15])=[O:12])[CH2:4]1)[CH3:2].I([O-])(=O)(=O)=[O:17].[Na+]. The catalyst is CC#N.O.CCOC(C)=O.O.[Ru](Cl)(Cl)Cl. The product is [CH2:14]([O:13][C:11](=[O:12])[CH2:10][C@H:5]1[CH2:6][C@H:7]([C:8]([OH:17])=[O:9])[C@H:3]([CH2:1][CH3:2])[CH2:4]1)[CH3:15]. The yield is 1.01. (3) The catalyst is ClCCl. The product is [C:1]([O:5][C:6]([N:8]1[CH2:9][CH2:10][CH:11]([C:14](=[O:16])[NH:53][C:49]2[CH:48]=[C:47]([C:42]3[CH:43]=[CH:44][CH:45]=[CH:46][C:41]=3[O:40][CH2:38][CH3:39])[N:52]=[CH:51][N:50]=2)[CH2:12][CH2:13]1)=[O:7])([CH3:2])([CH3:3])[CH3:4]. The reactants are [C:1]([O:5][C:6]([N:8]1[CH2:13][CH2:12][CH:11]([C:14]([OH:16])=O)[CH2:10][CH2:9]1)=[O:7])([CH3:4])([CH3:3])[CH3:2].C1C=CC2N(O)N=NC=2C=1.CCN=C=NCCCN(C)C.[CH2:38]([O:40][C:41]1[CH:46]=[CH:45][CH:44]=[CH:43][C:42]=1[C:47]1[N:52]=[CH:51][N:50]=[C:49]([NH2:53])[CH:48]=1)[CH3:39]. The yield is 0.400. (4) The reactants are [C:1]([C:4]1[CH:5]=[C:6]([CH:11]=[CH:12][C:13]=1[CH3:14])[C:7]([O:9][CH3:10])=[O:8])(=[S:3])[NH2:2].I[CH3:16]. The catalyst is O1CCCC1. The product is [NH:2]=[C:1]([S:3][CH3:16])[C:4]1[CH:5]=[C:6]([CH:11]=[CH:12][C:13]=1[CH3:14])[C:7]([O:9][CH3:10])=[O:8]. The yield is 0.730. (5) The reactants are [CH3:1][N:2](C=O)C.[OH:6][C:7]1[CH:16]=[CH:15][C:10]([C:11]([O:13][CH3:14])=[O:12])=[CH:9][C:8]=1I.CCN(C(C)C)C(C)C.CN.CN(C(ON1N=NC2C=CC=CC1=2)=[N+](C)C)C.F[P-](F)(F)(F)(F)F. No catalyst specified. The product is [C:1]([C:8]1[CH:9]=[C:10]([CH:15]=[CH:16][C:7]=1[OH:6])[C:11]([O:13][CH3:14])=[O:12])#[N:2]. The yield is 0.630. (6) The reactants are [OH:1][C:2]1[CH:3]=[C:4]([CH:8]=[C:9]([OH:11])[CH:10]=1)[C:5]([OH:7])=[O:6].[C:12](OC(=O)C)(=[O:14])[CH3:13].N1[CH:24]=[CH:23]C=CC=1.C(O)=[O:26]. The catalyst is CCOC(C)=O.O. The product is [C:12]([O:1][C:2]1[CH:3]=[C:4]([CH:8]=[C:9]([O:11][C:23](=[O:26])[CH3:24])[CH:10]=1)[C:5]([OH:7])=[O:6])(=[O:14])[CH3:13]. The yield is 0.753. (7) The reactants are [C:1]([O:5][CH3:6])(=[O:4])[CH2:2][SH:3].C[O-].[Na+].Br[CH:11]([CH2:16][CH3:17])[C:12]([O:14][CH3:15])=[O:13]. The catalyst is CO. The product is [CH3:6][O:5][C:1](=[O:4])[CH2:2][S:3][CH2:17][CH2:16][CH2:11][C:12]([O:14][CH3:15])=[O:13]. The yield is 0.550. (8) The reactants are [Cl:1][C:2]1[CH:3]=[C:4]2[C:9](=[CH:10][C:11]=1[O:12][CH3:13])[CH:8]=[N:7][C:6]([NH:14][C:15]([NH:17][CH2:18][C@@:19]1([OH:27])[CH:24]3[CH2:25][CH2:26][N:21]([CH2:22][CH2:23]3)[CH2:20]1)=S)=[CH:5]2.C(=NC(C)C)=NC(C)C. The catalyst is CN(C=O)C. The product is [Cl:1][C:2]1[CH:3]=[C:4]2[C:9](=[CH:10][C:11]=1[O:12][CH3:13])[CH:8]=[N:7][C:6]([NH:14][C:15]1[O:27][C@:19]3([CH2:18][N:17]=1)[CH:24]1[CH2:25][CH2:26][N:21]([CH2:22][CH2:23]1)[CH2:20]3)=[CH:5]2. The yield is 0.240. (9) The reactants are [CH2:1]1[C:10](=O)[CH2:9][C:8]2[C:3](=[CH:4][CH:5]=[CH:6][CH:7]=2)[CH2:2]1.[C:12]1([C@H:18]([NH2:20])[CH3:19])[CH:17]=[CH:16][CH:15]=[CH:14][CH:13]=1.C(O)=O. The catalyst is CO. The product is [C:12]1([C@H:18]([NH:20][CH:10]2[CH2:1][CH2:2][C:3]3[C:8](=[CH:7][CH:6]=[CH:5][CH:4]=3)[CH2:9]2)[CH3:19])[CH:17]=[CH:16][CH:15]=[CH:14][CH:13]=1. The yield is 0.970. (10) The product is [Br:19][CH:18]([Br:20])[C:11]1[C:12]([N+:15]([O-:17])=[O:16])=[CH:13][CH:14]=[C:9]([O:8][CH3:7])[N:10]=1. The catalyst is O1CCCC1.CN(C)C=O. The reactants are CC(C)([O-])C.[K+].[CH3:7][O:8][C:9]1[CH:14]=[CH:13][C:12]([N+:15]([O-:17])=[O:16])=[CH:11][N:10]=1.[CH:18](Br)([Br:20])[Br:19].C(O)(=O)C. The yield is 0.620.